This data is from Catalyst prediction with 721,799 reactions and 888 catalyst types from USPTO. The task is: Predict which catalyst facilitates the given reaction. (1) Reactant: [NH2:1][C:2]1[CH:3]=[C:4]([CH2:8][C:9]([O:11][CH3:12])=[O:10])[CH:5]=[CH:6][CH:7]=1.[C:13](Cl)(=[O:22])[CH:14]=[CH:15][C:16]1[CH:21]=[CH:20][CH:19]=[CH:18][CH:17]=1. Product: [C:13]([NH:1][C:2]1[CH:3]=[C:4]([CH2:8][C:9]([O:11][CH3:12])=[O:10])[CH:5]=[CH:6][CH:7]=1)(=[O:22])/[CH:14]=[CH:15]/[C:16]1[CH:21]=[CH:20][CH:19]=[CH:18][CH:17]=1. The catalyst class is: 272. (2) Reactant: [CH2:1]([O:8][N:9]1[C:13]([CH:14](O)[CH:15]([CH2:18][CH3:19])[CH2:16][CH3:17])=[CH:12][CH:11]=[N:10]1)[C:2]1[CH:7]=[CH:6][CH:5]=[CH:4][CH:3]=1.C1(P(C2C=CC=CC=2)C2C=CC=CC=2)C=CC=CC=1.N(C(OCC)=O)=NC(OCC)=O.C1(P([N:66]=[N+:67]=[N-:68])(C2C=CC=CC=2)=O)C=CC=CC=1. Product: [N:66]([CH:14]([C:13]1[N:9]([O:8][CH2:1][C:2]2[CH:7]=[CH:6][CH:5]=[CH:4][CH:3]=2)[N:10]=[CH:11][CH:12]=1)[CH:15]([CH2:18][CH3:19])[CH2:16][CH3:17])=[N+:67]=[N-:68]. The catalyst class is: 1. (3) Reactant: [Cl:1][C:2]1[CH:7]=[CH:6][C:5]([C:8]2[CH:13]=[C:12]([C:14]([F:17])([F:16])[F:15])[N:11]=[C:10]([N:18]3[CH:22]=[C:21](I)[N:20]=[CH:19]3)[N:9]=2)=[CH:4][CH:3]=1.[Cl-].[Li+].C([Mg]Cl)(C)C.[CH2:31]([Sn:35](Cl)([CH2:40][CH2:41][CH2:42][CH3:43])[CH2:36][CH2:37][CH2:38][CH3:39])[CH2:32][CH2:33][CH3:34].[Cl-].[NH4+]. Product: [Cl:1][C:2]1[CH:7]=[CH:6][C:5]([C:8]2[CH:13]=[C:12]([C:14]([F:17])([F:16])[F:15])[N:11]=[C:10]([N:18]3[CH:22]=[C:21]([Sn:35]([CH2:36][CH2:37][CH2:38][CH3:39])([CH2:40][CH2:41][CH2:42][CH3:43])[CH2:31][CH2:32][CH2:33][CH3:34])[N:20]=[CH:19]3)[N:9]=2)=[CH:4][CH:3]=1. The catalyst class is: 1. (4) Reactant: [OH:1][C:2]1[CH:7]=[CH:6][N:5]=[CH:4][CH:3]=1.[CH3:8][O:9][C:10](=[O:16])[C:11]([CH3:15])([CH3:14])[CH2:12]O.C1(P(C2C=CC=CC=2)C2C=CC=CC=2)C=CC=CC=1.N(C(OC(C)C)=O)=NC(OC(C)C)=O. Product: [CH3:12][C:11]([CH3:15])([CH2:14][O:1][C:2]1[CH:7]=[CH:6][N:5]=[CH:4][CH:3]=1)[C:10]([O:9][CH3:8])=[O:16]. The catalyst class is: 219. (5) Reactant: O.C1(C)C=CC(S(O)(=O)=O)=CC=1.[F:13][C:14]1[CH:19]=[C:18]([O:20][CH2:21][CH2:22][O:23]C2CCCCO2)[CH:17]=[CH:16][C:15]=1[N:30]1[CH2:35][CH2:34][N:33](C(OC(C)(C)C)=O)[CH2:32][CH2:31]1. Product: [F:13][C:14]1[CH:19]=[C:18]([CH:17]=[CH:16][C:15]=1[N:30]1[CH2:31][CH2:32][NH:33][CH2:34][CH2:35]1)[O:20][CH2:21][CH2:22][OH:23]. The catalyst class is: 5. (6) Reactant: [NH2:1][C:2]1[S:6][C:5]2[CH2:7][CH2:8][CH2:9][CH2:10][C:4]=2[C:3]=1[C:11]([NH2:13])=[O:12].C(N(CC)CC)C.[Cl:21][C:22]1[CH:30]=[CH:29][CH:28]=[CH:27][C:23]=1[C:24](Cl)=[O:25]. The catalyst class is: 4. Product: [Cl:21][C:22]1[CH:30]=[CH:29][CH:28]=[CH:27][C:23]=1[C:24]([NH:1][C:2]1[S:6][C:5]2[CH2:7][CH2:8][CH2:9][CH2:10][C:4]=2[C:3]=1[C:11]([NH2:13])=[O:12])=[O:25].